From a dataset of Forward reaction prediction with 1.9M reactions from USPTO patents (1976-2016). Predict the product of the given reaction. (1) Given the reactants [CH3:1][C:2]1[CH:3]=[C:4]([CH:13]2[CH2:18][NH:17][CH2:16][CH:15]([C:19]([O:21][CH3:22])=[O:20])[CH2:14]2)[CH:5]=[CH:6][C:7]=1[O:8][C:9]([F:12])([F:11])[F:10].C(N(CC)CC)C.Cl[C:31]([O:33][C:34]1[CH:39]=[CH:38][C:37]([N+:40]([O-:42])=[O:41])=[CH:36][CH:35]=1)=[O:32], predict the reaction product. The product is: [CH3:1][C:2]1[CH:3]=[C:4]([CH:13]2[CH2:18][N:17]([C:31]([O:33][C:34]3[CH:35]=[CH:36][C:37]([N+:40]([O-:42])=[O:41])=[CH:38][CH:39]=3)=[O:32])[CH2:16][CH:15]([C:19]([O:21][CH3:22])=[O:20])[CH2:14]2)[CH:5]=[CH:6][C:7]=1[O:8][C:9]([F:10])([F:11])[F:12]. (2) Given the reactants [OH:1][C:2]1[CH:3]=[C:4]([NH:8][C:9]2[N:14]=[C:13]([C:15](OCC)=[O:16])[C:12]([N+:20]([O-])=O)=[C:11]([NH:23][C:24]3[CH:29]=[CH:28][CH:27]=[CH:26][C:25]=3[O:30][CH3:31])[N:10]=2)[CH:5]=[CH:6][CH:7]=1.ClC1N=C([C:39](OCC)=[O:40])C([N+]([O-])=O)=C(NC2C=CC=CC=2OC)N=1.[NH2:56]C1C=C(O)C=CC=1.C(N(CC)C(C)C)(C)C, predict the reaction product. The product is: [OH:1][C:2]1[CH:3]=[C:4]([NH:8][C:9]2[N:10]=[C:11]3[C:12]([NH:20][C:39](=[O:40])[N:23]3[C:24]3[CH:29]=[CH:28][CH:27]=[CH:26][C:25]=3[O:30][CH3:31])=[C:13]([C:15]([NH2:56])=[O:16])[N:14]=2)[CH:5]=[CH:6][CH:7]=1. (3) Given the reactants [C:1]([O:5][C:6](=[O:19])[CH2:7][C:8]1([CH2:17][NH2:18])[CH2:14][CH:13]2[CH:9]1[CH:10]=[C:11]([CH2:15][CH3:16])[CH2:12]2)([CH3:4])([CH3:3])[CH3:2].[C:20]([OH:30])(=[O:29])[C@@H:21]([C:23]1[CH:28]=[CH:27][CH:26]=[CH:25][CH:24]=1)[OH:22], predict the reaction product. The product is: [C:20]([OH:30])(=[O:29])[C@@H:21]([C:23]1[CH:28]=[CH:27][CH:26]=[CH:25][CH:24]=1)[OH:22].[C:1]([O:5][C:6](=[O:19])[CH2:7][C@@:8]1([CH2:17][NH2:18])[CH2:14][C@@H:13]2[C@H:9]1[CH:10]=[C:11]([CH2:15][CH3:16])[CH2:12]2)([CH3:3])([CH3:2])[CH3:4]. (4) Given the reactants [CH2:1]([O:3][C:4](=[O:18])[CH2:5][S:6][C:7]1[C:12]([CH:13]=O)=[C:11]([Cl:15])[N:10]=[C:9]([S:16][CH3:17])[N:8]=1)[CH3:2].C([O-])([O-])=O.[K+].[K+], predict the reaction product. The product is: [CH2:1]([O:3][C:4]([C:5]1[S:6][C:7]2[N:8]=[C:9]([S:16][CH3:17])[N:10]=[C:11]([Cl:15])[C:12]=2[CH:13]=1)=[O:18])[CH3:2]. (5) Given the reactants [OH:1][C:2]1[C:11]2[C:6](=[C:7]3[CH:15]=[CH:14][CH:13]=[CH:12][C:8]3=[CH:9][CH:10]=2)[O:5][C:4](=[O:16])[CH:3]=1.[CH3:17][O:18]C1C2C(=CC=CC=2)C(O)=CC=1, predict the reaction product. The product is: [OH:1][C:2]1[C:11]2[C:6](=[C:7]3[CH:15]=[CH:14][CH:13]=[CH:12][C:8]3=[C:9]([O:18][CH3:17])[CH:10]=2)[O:5][C:4](=[O:16])[CH:3]=1. (6) Given the reactants [NH2:1][C@@H:2]([C:5]1[CH:10]=[CH:9][C:8]([F:11])=[CH:7][CH:6]=1)[CH2:3][OH:4].C([O-])([O-])=O.[K+].[K+].[Br:18][C:19]1[CH:20]=[C:21]([CH:26]=[CH:27][C:28]=1[CH2:29]Br)[C:22]([O:24][CH3:25])=[O:23], predict the reaction product. The product is: [Br:18][C:19]1[CH:20]=[C:21]([CH:26]=[CH:27][C:28]=1[CH2:29][NH:1][C@@H:2]([C:5]1[CH:10]=[CH:9][C:8]([F:11])=[CH:7][CH:6]=1)[CH2:3][OH:4])[C:22]([O:24][CH3:25])=[O:23]. (7) Given the reactants I[C:2]1[C@:3]2([CH2:19][CH2:18][C@H:17]3[C@@H:8]([CH2:9][CH2:10][C:11]4[CH:12]=[C:13]([C:20]([NH2:22])=[O:21])[CH:14]=[CH:15][C:16]=43)[C@@H:5]2[CH2:6][CH:7]=1)[CH3:4].[N:23]1[CH:28]=[CH:27][CH:26]=[C:25](B(O)O)[CH:24]=1.[Cl-].[Li+].C(=O)([O-])[O-].[Na+].[Na+], predict the reaction product. The product is: [N:23]1[CH:28]=[CH:27][CH:26]=[C:25]([C:2]2[C@:3]3([CH2:19][CH2:18][C@H:17]4[C@@H:8]([CH2:9][CH2:10][C:11]5[CH:12]=[C:13]([C:20]([NH2:22])=[O:21])[CH:14]=[CH:15][C:16]=54)[C@@H:5]3[CH2:6][CH:7]=2)[CH3:4])[CH:24]=1. (8) Given the reactants [Cl:1][C:2]1[CH:28]=[CH:27][C:5]([CH2:6][N:7]2[C:15]3[C:10](=[CH:11][C:12]([CH:16]=[C:17]4[S:21][C:20](SCC)=[N:19][C:18]4=[O:25])=[CH:13][CH:14]=3)[C:9]([CH3:26])=[N:8]2)=[C:4]([C:29]([F:32])([F:31])[F:30])[CH:3]=1.[C:33]([O:37][C:38]([N:40]1[CH2:45][CH2:44][NH:43][CH2:42][CH:41]1[CH2:46][OH:47])=[O:39])([CH3:36])([CH3:35])[CH3:34], predict the reaction product. The product is: [C:33]([O:37][C:38]([N:40]1[CH2:45][CH2:44][N:43]([C:20]2[S:21][C:17](=[CH:16][C:12]3[CH:11]=[C:10]4[C:15](=[CH:14][CH:13]=3)[N:7]([CH2:6][C:5]3[CH:27]=[CH:28][C:2]([Cl:1])=[CH:3][C:4]=3[C:29]([F:31])([F:32])[F:30])[N:8]=[C:9]4[CH3:26])[C:18](=[O:25])[N:19]=2)[CH2:42][CH:41]1[CH2:46][OH:47])=[O:39])([CH3:36])([CH3:35])[CH3:34]. (9) Given the reactants O[CH2:2][CH:3]1[N:8]([C:9](=[O:19])[NH:10][C:11]2[CH:16]=[CH:15][CH:14]=[CH:13][C:12]=2[S:17][CH3:18])[CH2:7][CH2:6][N:5]([C:20]([O:22][C:23]([CH3:26])([CH3:25])[CH3:24])=[O:21])[CH2:4]1.C1CCN2C(=NCCC2)CC1.CS(Cl)(=O)=O.O, predict the reaction product. The product is: [CH3:18][S:17][C:12]1[CH:13]=[CH:14][CH:15]=[CH:16][C:11]=1[N:10]1[CH2:2][CH:3]2[CH2:4][N:5]([C:20]([O:22][C:23]([CH3:26])([CH3:24])[CH3:25])=[O:21])[CH2:6][CH2:7][N:8]2[C:9]1=[O:19]. (10) Given the reactants [Cl:1][C:2]1[CH:10]=[C:9]2[C:5]([C:6]([C:11]([N:13]3[CH2:18][CH2:17][C:16]4([C:22]5[CH:23]=[CH:24][CH:25]=[CH:26][C:21]=5[C:20](=[O:27])[O:19]4)[CH2:15][CH2:14]3)=[O:12])=[CH:7][NH:8]2)=[CH:4][CH:3]=1.[F:28][C:29]1[CH:30]=[C:31]([CH:35]=[CH:36][CH:37]=1)[C:32](Cl)=[O:33], predict the reaction product. The product is: [Cl:1][C:2]1[CH:10]=[C:9]2[C:5]([C:6]([C:11]([N:13]3[CH2:18][CH2:17][C:16]4([C:22]5[CH:23]=[CH:24][CH:25]=[CH:26][C:21]=5[C:20](=[O:27])[O:19]4)[CH2:15][CH2:14]3)=[O:12])=[CH:7][N:8]2[C:32](=[O:33])[C:31]2[CH:35]=[CH:36][CH:37]=[C:29]([F:28])[CH:30]=2)=[CH:4][CH:3]=1.